Dataset: Forward reaction prediction with 1.9M reactions from USPTO patents (1976-2016). Task: Predict the product of the given reaction. (1) Given the reactants [F:1][C:2]1[N:7]=[C:6]2[N:8]([CH3:11])[CH:9]=[CH:10][C:5]2=[CH:4][CH:3]=1.[Br:12]N1C(=O)CCC1=O, predict the reaction product. The product is: [Br:12][C:10]1[C:5]2[C:6](=[N:7][C:2]([F:1])=[CH:3][CH:4]=2)[N:8]([CH3:11])[CH:9]=1. (2) The product is: [C:24]1([CH2:27][S:28]([N:1]2[CH2:5][CH2:4][CH:3]([NH:6][C:7](=[O:13])[O:8][C:9]([CH3:10])([CH3:12])[CH3:11])[CH2:2]2)(=[O:30])=[O:29])[CH:25]=[CH:26][CH:21]=[CH:22][CH:23]=1. Given the reactants [NH:1]1[CH2:5][CH2:4][CH:3]([NH:6][C:7](=[O:13])[O:8][C:9]([CH3:12])([CH3:11])[CH3:10])[CH2:2]1.C(N(CC)CC)C.[CH:21]1[CH:26]=[CH:25][C:24]([CH2:27][S:28](Cl)(=[O:30])=[O:29])=[CH:23][CH:22]=1, predict the reaction product. (3) The product is: [C:1]([O:5][C:6](=[O:31])[NH:7][C@H:8]([CH2:27][CH:28]([CH3:30])[CH3:29])[C:9]([NH:11][C:12]1[CH:17]=[C:16]([O:18][CH3:19])[C:15]([CH:20]=[O:41])=[CH:14][C:13]=1[C:22]1[N:23]=[N:24][NH:25][N:26]=1)=[O:10])([CH3:4])([CH3:2])[CH3:3]. Given the reactants [C:1]([O:5][C:6](=[O:31])[NH:7][C@H:8]([CH2:27][CH:28]([CH3:30])[CH3:29])[C:9]([NH:11][C:12]1[CH:17]=[C:16]([O:18][CH3:19])[C:15]([CH:20]=C)=[CH:14][C:13]=1[C:22]1[N:23]=[N:24][NH:25][N:26]=1)=[O:10])([CH3:4])([CH3:3])[CH3:2].N1C(C)=CC=CC=1C.I([O-])(=O)(=O)=[O:41].[Na+], predict the reaction product. (4) Given the reactants [CH3:1][N:2]1[CH2:7][CH2:6][O:5][CH:4]([CH2:8][OH:9])[CH2:3]1.CCN(C(C)C)C(C)C.[Cl:19][C:20](OC1C=CC([N+]([O-])=O)=CC=1)=[O:21].[F:32][C:33]1[CH:45]=[CH:44][C:36]([CH2:37][N:38]2[CH2:43][CH2:42][NH:41][CH2:40][CH2:39]2)=[CH:35][CH:34]=1.CCOCC, predict the reaction product. The product is: [ClH:19].[ClH:19].[F:32][C:33]1[CH:45]=[CH:44][C:36]([CH2:37][N:38]2[CH2:43][CH2:42][N:41]([C:20]([O:9][CH2:8][CH:4]3[O:5][CH2:6][CH2:7][N:2]([CH3:1])[CH2:3]3)=[O:21])[CH2:40][CH2:39]2)=[CH:35][CH:34]=1. (5) Given the reactants [NH2:1][CH:2]([C:8]1[CH:13]=[CH:12][CH:11]=[C:10]([CH:14]([F:16])[F:15])[CH:9]=1)[C:3]([O:5][CH2:6][CH3:7])=[O:4].[C:17](O[C:17]([O:19][C:20]([CH3:23])([CH3:22])[CH3:21])=[O:18])([O:19][C:20]([CH3:23])([CH3:22])[CH3:21])=[O:18], predict the reaction product. The product is: [C:20]([O:19][C:17]([NH:1][CH:2]([C:8]1[CH:13]=[CH:12][CH:11]=[C:10]([CH:14]([F:15])[F:16])[CH:9]=1)[C:3]([O:5][CH2:6][CH3:7])=[O:4])=[O:18])([CH3:23])([CH3:22])[CH3:21]. (6) Given the reactants C([O:3][C:4]([C:6]1[NH:10][C:9]([CH2:11][CH2:12][CH3:13])=[N:8][C:7]=1[C:14]([OH:17])([CH3:16])[CH3:15])=[O:5])C.C1(C(C2C=CC=CC=2)(C2C=CC=CC=2)[N:25]2[C:29]([C:30]3[CH:35]=[CH:34][CH:33]=[CH:32][C:31]=3[C:36]3[CH:41]=[CH:40][C:39]([CH2:42]Br)=[CH:38][CH:37]=3)=[N:28][N:27]=[N:26]2)C=CC=CC=1.C(=O)([O-])[O-].[K+].[K+].[I-].[K+].ClCC1OC(=O)OC=1C, predict the reaction product. The product is: [CH3:13][CH2:12][CH2:11][C:9]1[N:10]([CH2:42][C:39]2[CH:38]=[CH:37][C:36]([C:31]3[CH:32]=[CH:33][CH:34]=[CH:35][C:30]=3[C:29]3[NH:28][N:27]=[N:26][N:25]=3)=[CH:41][CH:40]=2)[C:6]([C:4]([OH:3])=[O:5])=[C:7]([C:14]([OH:17])([CH3:15])[CH3:16])[N:8]=1. (7) Given the reactants [F:1][C:2]([F:12])([F:11])[C:3]1[CH:7]=[C:6]([C:8](Cl)=[O:9])[NH:5][N:4]=1.[H-].[H-].[H-].[H-].[Li+].[Al+3].CO.CCOC(C)=O, predict the reaction product. The product is: [F:12][C:2]([F:1])([F:11])[C:3]1[CH:7]=[C:6]([CH2:8][OH:9])[NH:5][N:4]=1. (8) The product is: [C:1]([C:3]1[C:19]([OH:20])=[C:18]([OH:21])[CH:17]=[C:16]([C:23]#[N:24])[C:4]=1[CH2:5][C:6]1[CH:7]=[CH:8][C:9]([OH:15])=[C:10]([CH:14]=1)[C:11]([OH:13])=[O:12])#[N:2]. Given the reactants [C:1]([C:3]1[C:19]([OH:20])=[C:18]([O:21]C)[CH:17]=[C:16]([C:23]#[N:24])[C:4]=1[CH2:5][C:6]1[CH:7]=[CH:8][C:9]([OH:15])=[C:10]([CH:14]=1)[C:11]([OH:13])=[O:12])#[N:2].BrC1C(C#N)=C(O)C(OC)=CC=1C#N.OC1C=CC(CB2OC(C)(C)C(C)(C)O2)=CC=1C(O)=O, predict the reaction product. (9) Given the reactants [NH2:1][C:2]([C:6]1[CH:11]=[CH:10][C:9]([Br:12])=[CH:8][N:7]=1)([CH3:5])[CH2:3][OH:4].[C:13](O[C:13]([O:15][C:16]([CH3:19])([CH3:18])[CH3:17])=[O:14])([O:15][C:16]([CH3:19])([CH3:18])[CH3:17])=[O:14].C(N(CC)CC)C, predict the reaction product. The product is: [Br:12][C:9]1[CH:10]=[CH:11][C:6]([C:2]([NH:1][C:13](=[O:14])[O:15][C:16]([CH3:19])([CH3:18])[CH3:17])([CH3:5])[CH2:3][OH:4])=[N:7][CH:8]=1.